This data is from Full USPTO retrosynthesis dataset with 1.9M reactions from patents (1976-2016). The task is: Predict the reactants needed to synthesize the given product. (1) Given the product [NH2:1][C:2]1[CH:3]=[CH:4][C:5]([CH3:28])=[C:6]([C:8]([C:10]2[CH:15]=[CH:14][C:13]([NH:16][C:17]3[CH:18]=[CH:19][CH:20]=[C:23]([F:25])[CH:22]=3)=[CH:12][C:11]=2[Cl:27])=[O:9])[CH:7]=1, predict the reactants needed to synthesize it. The reactants are: [NH2:1][C:2]1[CH:3]=[CH:4][C:5]([CH3:28])=[C:6]([C:8]([C:10]2[CH:15]=[CH:14][C:13]([NH:16][C:17]3[CH:22]=C[C:20]([C:23](F)([F:25])F)=[CH:19][CH:18]=3)=[CH:12][C:11]=2[Cl:27])=[O:9])[CH:7]=1.ClC1C=C(NC2C=CC=C(F)C=2)C=CC=1C(C1C=C([N+]([O-])=O)C=CC=1C)=O. (2) The reactants are: FC(F)(F)C([N:5]1[CH2:11][CH2:10][CH2:9][C:8]2[CH:12]=[CH:13][C:14]([NH2:16])=[CH:15][C:7]=2[CH2:6]1)=O.N1C=CC=CC=1.[Cl:25][C:26]1[C:27]([N:36]2[CH:40]=[CH:39][CH:38]=[C:37]2[S:41](Cl)(=[O:43])=[O:42])=[N:28][CH:29]=[C:30]([C:32]([F:35])([F:34])[F:33])[CH:31]=1. Given the product [Cl:25][C:26]1[C:27]([N:36]2[CH:40]=[CH:39][CH:38]=[C:37]2[S:41]([NH:16][C:14]2[CH:13]=[CH:12][C:8]3[CH2:9][CH2:10][CH2:11][NH:5][CH2:6][C:7]=3[CH:15]=2)(=[O:43])=[O:42])=[N:28][CH:29]=[C:30]([C:32]([F:35])([F:33])[F:34])[CH:31]=1, predict the reactants needed to synthesize it. (3) The reactants are: [C:1]1([C@@H:7]2[CH2:12][CH2:11][CH2:10][CH2:9][C@H:8]2[OH:13])[CH:6]=[CH:5][CH:4]=[CH:3][CH:2]=1.FC(F)(F)S([O-])(=O)=O.[Sn+2].FC(F)(F)S([O-])(=O)=O.[C:31](OC(=O)C)(=[O:33])[CH3:32].C(=O)(O)[O-].[Na+]. Given the product [C:31]([O:13][C@@H:8]1[CH2:9][CH2:10][CH2:11][CH2:12][C@H:7]1[C:1]1[CH:6]=[CH:5][CH:4]=[CH:3][CH:2]=1)(=[O:33])[CH3:32], predict the reactants needed to synthesize it. (4) Given the product [Cl:28][C:23]1[CH:24]=[CH:25][CH:26]=[CH:27][C:22]=1[C@H:20]([O:19][C:13]1[CH:12]=[C:11]([N:8]2[C:7]3[CH:29]=[C:3]([CH2:2][N:38]4[CH2:37][CH2:36][N:35]([S:32]([CH2:30][CH3:31])(=[O:33])=[O:34])[CH2:40][CH2:39]4)[CH:4]=[CH:5][C:6]=3[N:10]=[CH:9]2)[S:15][C:14]=1[C:16]([NH2:18])=[O:17])[CH3:21], predict the reactants needed to synthesize it. The reactants are: Cl[CH2:2][C:3]1[CH:4]=[CH:5][C:6]2[N:10]=[CH:9][N:8]([C:11]3[S:15][C:14]([C:16]([NH2:18])=[O:17])=[C:13]([O:19][C@@H:20]([C:22]4[CH:27]=[CH:26][CH:25]=[CH:24][C:23]=4[Cl:28])[CH3:21])[CH:12]=3)[C:7]=2[CH:29]=1.[CH2:30]([S:32]([N:35]1[CH2:40][CH2:39][NH:38][CH2:37][CH2:36]1)(=[O:34])=[O:33])[CH3:31]. (5) Given the product [F:16][C:15]([F:18])([F:17])[C:14]1[N:1]=[C:2]2[C:3]([C:4]([O:6][CH3:7])=[O:5])=[CH:8][CH:9]=[CH:10][N:11]2[CH:13]=1, predict the reactants needed to synthesize it. The reactants are: [NH2:1][C:2]1[N:11]=[CH:10][CH:9]=[CH:8][C:3]=1[C:4]([O:6][CH3:7])=[O:5].Br[CH2:13][C:14](=O)[C:15]([F:18])([F:17])[F:16].C([O-])([O-])=O.[K+].[K+]. (6) The reactants are: [C:1]1([S:7]([N:10]2[C:14]([C:15]3[CH:20]=[CH:19][CH:18]=[CH:17][N:16]=3)=[CH:13][C:12]([CH:21]=[O:22])=[CH:11]2)(=[O:9])=[O:8])[CH:6]=[CH:5][CH:4]=[CH:3][CH:2]=1.C[OH:24].[CH3:25][NH2:26].[BH4-].[Na+].Cl.[C:30](=[O:33])([O-:32])O.[Na+]. Given the product [C:21]([OH:22])(=[O:24])[C:30]([OH:32])=[O:33].[CH3:25][NH:26][CH2:21][C:12]1[CH:13]=[C:14]([C:15]2[CH:20]=[CH:19][CH:18]=[CH:17][N:16]=2)[N:10]([S:7]([C:1]2[CH:6]=[CH:5][CH:4]=[CH:3][CH:2]=2)(=[O:9])=[O:8])[CH:11]=1, predict the reactants needed to synthesize it. (7) The reactants are: [CH3:1][O:2][C:3]1[CH:12]=[C:11]2[C:6]([C:7]([O:13][CH2:14][C:15]3[N:19]4[CH:20]=[C:21]([C:24](O)=[O:25])[CH:22]=[CH:23][C:18]4=[N:17][N:16]=3)=[CH:8][CH:9]=[N:10]2)=[CH:5][CH:4]=1.[C:27]([O:31][C:32](=[O:38])[N:33]([CH2:35][CH2:36][NH2:37])[CH3:34])([CH3:30])([CH3:29])[CH3:28].F[P-](F)(F)(F)(F)F.N1(OC(N(C)C)=[N+](C)C)C2N=CC=CC=2N=N1.C(N(CC)CC)C. Given the product [CH3:1][O:2][C:3]1[CH:12]=[C:11]2[C:6]([C:7]([O:13][CH2:14][C:15]3[N:19]4[CH:20]=[C:21]([C:24]([NH:37][CH2:36][CH2:35][N:33]([CH3:34])[C:32](=[O:38])[O:31][C:27]([CH3:28])([CH3:29])[CH3:30])=[O:25])[CH:22]=[CH:23][C:18]4=[N:17][N:16]=3)=[CH:8][CH:9]=[N:10]2)=[CH:5][CH:4]=1, predict the reactants needed to synthesize it. (8) Given the product [OH:22][CH2:23][C:24]1[CH:29]=[CH:28][C:27]([C:2]#[C:3][C:4]2[O:8][N:7]=[C:6]([CH2:9][CH2:10][C:11]([CH3:21])([S:17]([CH3:20])(=[O:19])=[O:18])[C:12]([O:14][CH2:15][CH3:16])=[O:13])[CH:5]=2)=[CH:26][CH:25]=1, predict the reactants needed to synthesize it. The reactants are: Br[C:2]#[C:3][C:4]1[O:8][N:7]=[C:6]([CH2:9][CH2:10][C:11]([CH3:21])([S:17]([CH3:20])(=[O:19])=[O:18])[C:12]([O:14][CH2:15][CH3:16])=[O:13])[CH:5]=1.[OH:22][CH2:23][C:24]1[CH:29]=[CH:28][C:27](B(O)O)=[CH:26][CH:25]=1.C(=O)([O-])[O-].[Na+].[Na+].C(Cl)Cl. (9) Given the product [CH3:25][C:23]1[CH:22]=[CH:21][C:20]([S:26][C:27]2[CH:32]=[CH:31][C:30]([CH2:33][OH:34])=[CH:29][CH:28]=2)=[C:19]([NH:18][C:2]2[C:3]3[C:8](=[N:7][C:6]([CH2:12][CH2:13][CH3:14])=[CH:5][CH:4]=3)[N:9]=[CH:10][CH:11]=2)[CH:24]=1, predict the reactants needed to synthesize it. The reactants are: Cl[C:2]1[CH:11]=[CH:10][N:9]=[C:8]2[C:3]=1[CH:4]=[CH:5][C:6]([CH2:12][CH2:13][CH3:14])=[N:7]2.C(O)C.[NH2:18][C:19]1[CH:24]=[C:23]([CH3:25])[CH:22]=[CH:21][C:20]=1[S:26][C:27]1[CH:32]=[CH:31][C:30]([CH2:33][OH:34])=[CH:29][CH:28]=1. (10) Given the product [CH3:10][C:6]1[CH:5]=[C:4]([C:1](=[N:12][OH:13])[CH3:2])[CH:9]=[CH:8][N:7]=1, predict the reactants needed to synthesize it. The reactants are: [C:1]([C:4]1[CH:9]=[CH:8][N:7]=[C:6]([CH3:10])[CH:5]=1)(=O)[CH3:2].Cl.[NH2:12][OH:13].CO.O.O.O.C([O-])(=O)C.[Na+].